From a dataset of Forward reaction prediction with 1.9M reactions from USPTO patents (1976-2016). Predict the product of the given reaction. (1) The product is: [C:26](=[O:28])([OH:25])[NH2:2].[CH3:1][N:2]([C@@H:3]1[CH2:8][CH2:7][CH2:6][C@H:5]([C:9]2[C:17]3[C:12](=[CH:13][CH:14]=[C:15]([N+:18]([O-:20])=[O:19])[CH:16]=3)[NH:11][CH:10]=2)[CH2:4]1)[C:29](=[O:30])[O:31][C:32]([CH3:33])([CH3:34])[CH3:35]. Given the reactants [CH3:1][NH:2][CH:3]1[CH2:8][CH2:7][CH2:6][CH:5]([C:9]2[C:17]3[C:12](=[CH:13][CH:14]=[C:15]([N+:18]([O-:20])=[O:19])[CH:16]=3)[NH:11][CH:10]=2)[CH2:4]1.CC([O:25][C:26]([O:28][C:29]([O:31][C:32]([CH3:35])([CH3:34])[CH3:33])=[O:30])=O)(C)C.C(N(CC)CC)C, predict the reaction product. (2) Given the reactants [NH:1]1[CH2:5][CH2:4][CH2:3][CH2:2]1.N1C[CH2:10][CH2:9][CH2:8][CH2:7]1, predict the reaction product. The product is: [NH:1]1[C:5]2[C:4](=[CH:7][CH:8]=[CH:9][CH:10]=2)[CH:3]=[CH:2]1. (3) Given the reactants Cl.[C:2]([C:6]1[S:15][C:14]2[NH:13][C:12]3[CH:16]=[CH:17][CH:18]=[CH:19][C:11]=3[N:10]=[C:9]([NH2:20])[C:8]=2[CH:7]=1)([CH3:5])([CH3:4])[CH3:3].[CH3:21][N:22]1[CH2:27][CH2:26]N[CH2:24][CH2:23]1, predict the reaction product. The product is: [C:2]([C:6]1[S:15][C:14]2[NH:13][C:12]3[CH:16]=[CH:17][CH:18]=[CH:19][C:11]=3[N:10]=[C:9]([N:20]3[CH2:26][CH2:27][N:22]([CH3:21])[CH2:23][CH2:24]3)[C:8]=2[CH:7]=1)([CH3:5])([CH3:3])[CH3:4].